Task: Predict the reactants needed to synthesize the given product.. Dataset: Full USPTO retrosynthesis dataset with 1.9M reactions from patents (1976-2016) (1) Given the product [C:1]([O:5][C:6]([NH:8][C@H:9]([C:12]([OH:14])=[O:13])[CH2:10][O:11][C:18]1[C:23]([N+:24]([O-:26])=[O:25])=[CH:22][CH:21]=[CH:20][N:19]=1)=[O:7])([CH3:4])([CH3:2])[CH3:3], predict the reactants needed to synthesize it. The reactants are: [C:1]([O:5][C:6]([NH:8][C@H:9]([C:12]([OH:14])=[O:13])[CH2:10][OH:11])=[O:7])([CH3:4])([CH3:3])[CH3:2].[H-].[Na+].Cl[C:18]1[C:23]([N+:24]([O-:26])=[O:25])=[CH:22][CH:21]=[CH:20][N:19]=1.O. (2) Given the product [C:19]1([CH3:24])[CH:20]=[CH:21][CH:22]=[CH:23][C:18]=1[C:17]1[N:28]=[N:27][C:2]2[CH2:3][CH2:4][CH2:5][CH2:6][CH2:7][C:1]=2[CH:16]=1, predict the reactants needed to synthesize it. The reactants are: [C:1]1(=O)[CH2:7][CH2:6][CH2:5][CH2:4][CH2:3][C:2]1=O.COP([CH2:16][C:17](=O)[C:18]1[CH:23]=[CH:22][CH:21]=[CH:20][C:19]=1[CH3:24])(=O)OC.O.[NH2:27][NH2:28]. (3) Given the product [F:12][C:7]1[CH:6]=[C:5]([CH:10]=[C:9]([F:11])[CH:8]=1)[C:13]([OH:15])=[O:14], predict the reactants needed to synthesize it. The reactants are: [Mg].II.Br[C:5]1[CH:10]=[C:9]([F:11])[CH:8]=[C:7]([F:12])[CH:6]=1.[C:13](=[O:15])=[O:14].Cl. (4) Given the product [F:31][C:32]1[CH:33]=[C:34]([C:38]2[N:40]=[C:28]([CH:13]3[CH2:14][CH:15]([C:17]4[CH:22]=[CH:21][C:20]([O:23][C:24]([F:26])([F:25])[F:27])=[CH:19][CH:18]=4)[CH2:16][N:11]([C:9]([N:6]4[CH2:7][CH2:8][CH:3]([C:1]#[N:2])[CH2:4][CH2:5]4)=[O:10])[CH2:12]3)[O:30][N:39]=2)[CH:35]=[CH:36][CH:37]=1, predict the reactants needed to synthesize it. The reactants are: [C:1]([CH:3]1[CH2:8][CH2:7][N:6]([C:9]([N:11]2[CH2:16][CH:15]([C:17]3[CH:22]=[CH:21][C:20]([O:23][C:24]([F:27])([F:26])[F:25])=[CH:19][CH:18]=3)[CH2:14][CH:13]([C:28]([OH:30])=O)[CH2:12]2)=[O:10])[CH2:5][CH2:4]1)#[N:2].[F:31][C:32]1[CH:33]=[C:34]([C:38](=[N:40]O)[NH2:39])[CH:35]=[CH:36][CH:37]=1. (5) The reactants are: [CH3:1][N:2]([CH2:4][C:5]1[CH:6]=[C:7]([OH:12])[CH:8]=[C:9]([F:11])[CH:10]=1)[CH3:3].C1(P(C2C=CC=CC=2)C2C=CC=CC=2)C=CC=CC=1.N(C(OC(C)(C)C)=O)=NC(OC(C)(C)C)=O.O[CH:49]1[CH2:54][CH2:53][N:52]([CH2:55][CH:56]([N:60]2[CH:64]=[C:63]([C:65]3[C:66]4[CH:73]=[CH:72][N:71](COCC[Si](C)(C)C)[C:67]=4[N:68]=[CH:69][N:70]=3)[CH:62]=[N:61]2)[CH2:57][C:58]#[N:59])[CH2:51][CH2:50]1.FC(F)(F)C(O)=O.C(N)CN. Given the product [CH3:3][N:2]([CH2:4][C:5]1[CH:6]=[C:7]([CH:8]=[C:9]([F:11])[CH:10]=1)[O:12][CH:49]1[CH2:50][CH2:51][N:52]([CH2:55][CH:56]([N:60]2[CH:64]=[C:63]([C:65]3[C:66]4[CH:73]=[CH:72][NH:71][C:67]=4[N:68]=[CH:69][N:70]=3)[CH:62]=[N:61]2)[CH2:57][C:58]#[N:59])[CH2:53][CH2:54]1)[CH3:1], predict the reactants needed to synthesize it. (6) Given the product [SiH3:1][O:43][C:42]1[C:17]2[C:16](=[CH:21][CH:20]=[CH:19][CH:18]=2)[CH:35]=[CH:33][CH:34]=1, predict the reactants needed to synthesize it. The reactants are: [Si:1](Cl)(C(C)(C)C)(C)C.[Si](Cl)(C(C)(C)C)([C:16]1[CH:21]=[CH:20][CH:19]=[CH:18][CH:17]=1)[C:16]1[CH:21]=[CH:20][CH:19]=[CH:18][CH:17]=1.C(#N)C.CCN(C(C)C)[CH:33]([CH3:35])[CH3:34].CN([CH:42]=[O:43])C. (7) Given the product [NH2:1][C:2]1[CH:3]=[CH:4][C:5]([C:6]([NH:56][CH2:55][C:54]2[CH:53]=[CH:52][C:51]([C:50]([F:49])([F:59])[F:60])=[CH:58][CH:57]=2)=[O:8])=[CH:9][CH:10]=1, predict the reactants needed to synthesize it. The reactants are: [NH2:1][C:2]1[CH:10]=[CH:9][C:5]([C:6]([OH:8])=O)=[CH:4][CH:3]=1.CN(C(ON1N=NC2C=CC=CC1=2)=[N+](C)C)C.F[P-](F)(F)(F)(F)F.CN(C=O)C.C(N(CC)C(C)C)(C)C.[F:49][C:50]([F:60])([F:59])[C:51]1[CH:58]=[CH:57][C:54]([CH2:55][NH2:56])=[CH:53][CH:52]=1.